This data is from Peptide-MHC class I binding affinity with 185,985 pairs from IEDB/IMGT. The task is: Regression. Given a peptide amino acid sequence and an MHC pseudo amino acid sequence, predict their binding affinity value. This is MHC class I binding data. (1) The peptide sequence is VLAGIFAGV. The MHC is HLA-A02:01 with pseudo-sequence HLA-A02:01. The binding affinity (normalized) is 1.00. (2) The peptide sequence is KAVRLIKFLY. The MHC is HLA-B07:02 with pseudo-sequence HLA-B07:02. The binding affinity (normalized) is 0. (3) The peptide sequence is EGNLAQGFR. The MHC is HLA-A01:01 with pseudo-sequence HLA-A01:01. The binding affinity (normalized) is 0.0847. (4) The peptide sequence is EPEFYEAMY. The MHC is HLA-A23:01 with pseudo-sequence HLA-A23:01. The binding affinity (normalized) is 0. (5) The peptide sequence is ETFPNVHEHI. The MHC is HLA-A02:03 with pseudo-sequence HLA-A02:03. The binding affinity (normalized) is 0.187. (6) The peptide sequence is SHEQGDIAL. The MHC is HLA-B27:05 with pseudo-sequence HLA-B27:05. The binding affinity (normalized) is 0.0847. (7) The peptide sequence is FVKDWMERI. The MHC is HLA-B39:01 with pseudo-sequence HLA-B39:01. The binding affinity (normalized) is 0.0847.